Dataset: Forward reaction prediction with 1.9M reactions from USPTO patents (1976-2016). Task: Predict the product of the given reaction. Given the reactants C(=O)([O-])[O-].[Cs+].[Cs+].[Cl:7][C:8]1[C:16]([Cl:17])=[C:15]2[C:11]([CH2:12][C:13]([CH:20]3[CH2:24][CH2:23][CH2:22][CH2:21]3)([CH3:19])[C:14]2=[O:18])=[CH:10][C:9]=1[OH:25].C1C=CC(N[S:33]([C:36]([F:39])([F:38])[F:37])(=[O:35])=[O:34])=CC=1, predict the reaction product. The product is: [Cl:7][C:8]1[C:16]([Cl:17])=[C:15]2[C:11]([CH2:12][C:13]([CH:20]3[CH2:24][CH2:23][CH2:22][CH2:21]3)([CH3:19])[C:14]2=[O:18])=[CH:10][C:9]=1[O:25][S:33]([C:36]([F:39])([F:38])[F:37])(=[O:35])=[O:34].